Task: Predict which catalyst facilitates the given reaction.. Dataset: Catalyst prediction with 721,799 reactions and 888 catalyst types from USPTO (1) Reactant: C([O:3][C:4](=[O:22])[C:5]1[CH:10]=[CH:9][C:8]([NH:11][C:12]2[C:13]3[N:14]([CH:19]=[CH:20][N:21]=3)[CH:15]=[C:16]([Br:18])[N:17]=2)=[CH:7][CH:6]=1)C.[OH-].[Na+]. Product: [Br:18][C:16]1[N:17]=[C:12]([NH:11][C:8]2[CH:7]=[CH:6][C:5]([C:4]([OH:22])=[O:3])=[CH:10][CH:9]=2)[C:13]2[N:14]([CH:19]=[CH:20][N:21]=2)[CH:15]=1. The catalyst class is: 8. (2) Reactant: [O:1]=[C:2]1[CH2:10][C:9]2[C:4](=[CH:5][CH:6]=[CH:7][C:8]=2[C:11]2[CH:12]=[C:13]([CH2:17][C:18]([OH:20])=[O:19])[CH:14]=[CH:15][CH:16]=2)[NH:3]1.[CH3:21][C:22]1[C:26]([C:27]([N:29]2[CH2:34][CH2:33][O:32][CH2:31][CH2:30]2)=[O:28])=[CH:25][NH:24][C:23]=1[CH:35]=O. Product: [CH3:21][C:22]1[C:26]([C:27]([N:29]2[CH2:30][CH2:31][O:32][CH2:33][CH2:34]2)=[O:28])=[CH:25][NH:24][C:23]=1/[CH:35]=[C:10]1\[C:2](=[O:1])[NH:3][C:4]2[C:9]\1=[C:8]([C:11]1[CH:12]=[C:13]([CH2:17][C:18]([OH:20])=[O:19])[CH:14]=[CH:15][CH:16]=1)[CH:7]=[CH:6][CH:5]=2. The catalyst class is: 8. (3) Reactant: [CH:1]([N:4]1[CH2:9][CH2:8][CH:7]([NH:10][C:11]([C:13]2[NH:14][C:15]([CH2:18][O:19][CH2:20][CH2:21][O:22][CH2:23][CH2:24][O:25][CH3:26])=[N:16][CH:17]=2)=[O:12])[CH2:6][CH2:5]1)([CH3:3])[CH3:2].Br[CH2:28][C:29]1[CH:33]=[C:32]([C:34]2[S:35][C:36]([Cl:39])=[CH:37][CH:38]=2)[O:31][N:30]=1.C([O-])([O-])=O.[Cs+].[Cs+]. Product: [CH:1]([N:4]1[CH2:9][CH2:8][CH:7]([NH:10][C:11]([C:13]2[N:14]([CH2:28][C:29]3[CH:33]=[C:32]([C:34]4[S:35][C:36]([Cl:39])=[CH:37][CH:38]=4)[O:31][N:30]=3)[C:15]([CH2:18][O:19][CH2:20][CH2:21][O:22][CH2:23][CH2:24][O:25][CH3:26])=[N:16][CH:17]=2)=[O:12])[CH2:6][CH2:5]1)([CH3:3])[CH3:2]. The catalyst class is: 639. (4) Reactant: Br[C:2]1[N:10]=[CH:9][N:8]=[C:7]2[C:3]=1[N:4]=[CH:5][NH:6]2.[F:11][C:12]1[CH:13]=[C:14]([C:18]2[C:27]3[C:22](=[CH:23][CH:24]=[CH:25][CH:26]=3)[CH:21]=[CH:20][C:19]=2[CH:28]([NH2:30])[CH3:29])[CH:15]=[CH:16][CH:17]=1.C(N(CC)C(C)C)(C)C. Product: [F:11][C:12]1[CH:13]=[C:14]([C:18]2[C:27]3[C:22](=[CH:23][CH:24]=[CH:25][CH:26]=3)[CH:21]=[CH:20][C:19]=2[CH:28]([NH:30][C:2]2[N:10]=[CH:9][N:8]=[C:7]3[C:3]=2[N:4]=[CH:5][NH:6]3)[CH3:29])[CH:15]=[CH:16][CH:17]=1. The catalyst class is: 8. (5) Reactant: Cl[CH:2]([CH3:17])[C:3]([C:5]1[C:6]([CH:14]([CH3:16])[CH3:15])=[N:7][N:8]2[CH:13]=[CH:12][CH:11]=[CH:10][C:9]=12)=[O:4].[C:18]([O-:21])(=[S:20])[CH3:19].[K+].CCOC(C)=O.O. Product: [C:18](=[O:21])([S:20][CH:2]([CH3:17])[C:3]([C:5]1[C:6]([CH:14]([CH3:16])[CH3:15])=[N:7][N:8]2[CH:13]=[CH:12][CH:11]=[CH:10][C:9]=12)=[O:4])[CH3:19]. The catalyst class is: 3. (6) Reactant: [NH:1]1[CH:5]=[C:4]([C:6]2[C:7]([NH2:13])=[N:8][C:9]([NH2:12])=[CH:10][CH:11]=2)[CH:3]=[N:2]1.[H-].[Na+].[CH2:16]([O:20][CH2:21][C:22]1[CH:27]=[CH:26][C:25]([CH2:28]Cl)=[CH:24][CH:23]=1)[CH2:17][CH2:18][CH3:19]. Product: [CH2:16]([O:20][CH2:21][C:22]1[CH:27]=[CH:26][C:25]([CH2:28][N:1]2[CH:5]=[C:4]([C:6]3[C:7]([NH2:13])=[N:8][C:9]([NH2:12])=[CH:10][CH:11]=3)[CH:3]=[N:2]2)=[CH:24][CH:23]=1)[CH2:17][CH2:18][CH3:19]. The catalyst class is: 9.